Dataset: Full USPTO retrosynthesis dataset with 1.9M reactions from patents (1976-2016). Task: Predict the reactants needed to synthesize the given product. Given the product [CH:22]1[CH:21]=[C:20]([N:26]2[CH2:31][CH2:30][N:29]([CH2:2][CH2:3][CH2:4][CH2:5][O:6][C:7]3[CH:8]=[CH:9][C:10]4[CH2:11][CH2:12][C:13](=[O:17])[NH:14][C:15]=4[CH:16]=3)[CH2:28][CH2:27]2)[C:19]([Cl:18])=[C:24]([Cl:25])[CH:23]=1, predict the reactants needed to synthesize it. The reactants are: Br[CH2:2][CH2:3][CH2:4][CH2:5][O:6][C:7]1[CH:16]=[C:15]2[C:10]([CH2:11][CH2:12][C:13](=[O:17])[NH:14]2)=[CH:9][CH:8]=1.[Cl:18][C:19]1[C:24]([Cl:25])=[CH:23][CH:22]=[CH:21][C:20]=1[N:26]1[CH2:31][CH2:30][NH:29][CH2:28][CH2:27]1.